This data is from NCI-60 drug combinations with 297,098 pairs across 59 cell lines. The task is: Regression. Given two drug SMILES strings and cell line genomic features, predict the synergy score measuring deviation from expected non-interaction effect. Drug 1: C1CN1P(=S)(N2CC2)N3CC3. Drug 2: C1=NC2=C(N1)C(=S)N=CN2. Cell line: M14. Synergy scores: CSS=22.9, Synergy_ZIP=-0.654, Synergy_Bliss=0.621, Synergy_Loewe=-12.1, Synergy_HSA=-0.708.